From a dataset of Full USPTO retrosynthesis dataset with 1.9M reactions from patents (1976-2016). Predict the reactants needed to synthesize the given product. (1) Given the product [CH:1]([C@@H:4]([CH2:7][C:8]1[CH:13]=[CH:12][C:11]([C:14]([CH3:16])([CH3:15])[CH3:17])=[C:10]([O:18][CH2:25][C:26]2[CH:31]=[CH:30][CH:29]=[CH:28][CH:27]=2)[CH:9]=1)[CH2:5][OH:6])([CH3:3])[CH3:2], predict the reactants needed to synthesize it. The reactants are: [CH:1]([C@@H:4]([CH2:7][C:8]1[CH:13]=[CH:12][C:11]([C:14]([CH3:17])([CH3:16])[CH3:15])=[C:10]([OH:18])[CH:9]=1)[CH2:5][OH:6])([CH3:3])[CH3:2].C(=O)([O-])[O-].[Cs+].[Cs+].[CH2:25](Br)[C:26]1[CH:31]=[CH:30][CH:29]=[CH:28][CH:27]=1. (2) Given the product [NH2:24][C:25]1[N:30]([CH3:31])[C:29](=[O:32])[C:28]([CH3:34])([CH3:33])[C@:27]([C:36]2[CH:41]=[C:40]([NH:44][C:45]3[CH:52]=[CH:51][C:48]([C:49]#[N:50])=[CH:47][C:46]=3[O:53][C:54]([F:55])([F:56])[F:57])[CH:39]=[CH:38][C:37]=2[F:43])([CH3:35])[N:26]=1, predict the reactants needed to synthesize it. The reactants are: COC1C=CC(C([NH:24][C:25]2[N:30]([CH3:31])[C:29](=[O:32])[C:28]([CH3:34])([CH3:33])[C@:27]([C:36]3[CH:41]=[C:40](Br)[CH:39]=[CH:38][C:37]=3[F:43])([CH3:35])[N:26]=2)(C2C=CC(OC)=CC=2)C2C=CC=CC=2)=CC=1.[NH2:44][C:45]1[CH:52]=[CH:51][C:48]([C:49]#[N:50])=[CH:47][C:46]=1[O:53][C:54]([F:57])([F:56])[F:55]. (3) Given the product [CH:1]1([CH2:7][CH2:8][C:9]2([CH3:38])[C:18]3[C:13](=[CH:14][CH:15]=[CH:16][CH:17]=3)[C:12]([OH:19])=[C:11]([C:20]3[NH:25][C:24]4[CH:26]=[CH:27][C:28]([NH:30][S:31]([CH3:34])(=[O:33])=[O:32])=[CH:29][C:23]=4[S:22](=[O:35])(=[O:36])[N:21]=3)[C:10]2=[O:37])[CH2:6][CH2:5][CH2:4][CH2:3][CH2:2]1, predict the reactants needed to synthesize it. The reactants are: [C:1]1(=[CH:7][CH2:8][C:9]2([CH3:38])[C:18]3[C:13](=[CH:14][CH:15]=[CH:16][CH:17]=3)[C:12]([OH:19])=[C:11]([C:20]3[NH:25][C:24]4[CH:26]=[CH:27][C:28]([NH:30][S:31]([CH3:34])(=[O:33])=[O:32])=[CH:29][C:23]=4[S:22](=[O:36])(=[O:35])[N:21]=3)[C:10]2=[O:37])[CH2:6][CH2:5][CH2:4][CH2:3][CH2:2]1.[H][H]. (4) Given the product [CH:3]1([C:6]2[CH:11]=[C:10]([CH2:12][N:13]3[CH2:16][C:15]4([CH2:20][C:19]([N:21]5[CH2:26][CH2:25][C:24]([CH2:32][CH3:33])([C:27]([OH:29])=[O:28])[CH2:23][CH2:22]5)=[N:18][O:17]4)[CH2:14]3)[CH:9]=[C:8]([O:34][CH2:35][CH3:36])[C:7]=2[C:37]2[CH:42]=[CH:41][C:40]([F:43])=[CH:39][CH:38]=2)[CH2:4][CH2:5]1, predict the reactants needed to synthesize it. The reactants are: [OH-].[Na+].[CH:3]1([C:6]2[CH:11]=[C:10]([CH2:12][N:13]3[CH2:16][C:15]4([CH2:20][C:19]([N:21]5[CH2:26][CH2:25][C:24]([CH2:32][CH3:33])([C:27]([O:29]CC)=[O:28])[CH2:23][CH2:22]5)=[N:18][O:17]4)[CH2:14]3)[CH:9]=[C:8]([O:34][CH2:35][CH3:36])[C:7]=2[C:37]2[CH:42]=[CH:41][C:40]([F:43])=[CH:39][CH:38]=2)[CH2:5][CH2:4]1.Cl.